Dataset: Full USPTO retrosynthesis dataset with 1.9M reactions from patents (1976-2016). Task: Predict the reactants needed to synthesize the given product. (1) Given the product [O:19]=[C:15]1[C:16]2[C:12](=[CH:11][C:10]([C:6]3[CH:5]=[C:4]([CH:9]=[CH:8][CH:7]=3)[CH:3]=[O:2])=[CH:18][CH:17]=2)[CH2:13][O:14]1, predict the reactants needed to synthesize it. The reactants are: C[O:2][CH:3](OC)[C:4]1[CH:5]=[C:6]([C:10]2[CH:11]=[C:12]3[C:16](=[CH:17][CH:18]=2)[C:15](=[O:19])[O:14][CH2:13]3)[CH:7]=[CH:8][CH:9]=1.C1(C)C(S(O)(=O)=O)=CC=CC=1. (2) Given the product [Br:1][C:2]1[CH:10]=[CH:9][C:5]([C:6]([N:22]([CH:11]2[CH2:12][CH2:13][CH2:14][CH2:15][CH2:16]2)[CH2:21][CH3:20])=[O:8])=[CH:4][N:3]=1, predict the reactants needed to synthesize it. The reactants are: [Br:1][C:2]1[CH:10]=[CH:9][C:5]([C:6]([OH:8])=O)=[CH:4][N:3]=1.[CH:11]1(CCN)[CH2:16][CH2:15][CH2:14][CH2:13][CH2:12]1.[CH3:20][CH2:21][N:22]=C=NCCCN(C)C.